From a dataset of Full USPTO retrosynthesis dataset with 1.9M reactions from patents (1976-2016). Predict the reactants needed to synthesize the given product. (1) The reactants are: [NH2:1][C:2]1[C:3]2[CH:12]=[CH:11][CH:10]=[CH:9][C:4]=2[Se:5][C:6]=1[C:7]#[N:8].C([OH:15])C. Given the product [NH2:1][C:2]1[C:3]2[CH:12]=[CH:11][CH:10]=[CH:9][C:4]=2[Se:5][C:6]=1[C:7]([NH2:8])=[O:15], predict the reactants needed to synthesize it. (2) Given the product [I:28][C:29]1[CH:30]=[C:31]([CH:34]=[CH:35][CH:36]=1)[CH2:32][NH:33][C:4]1[C:5]2[N:6]=[CH:7][N:8]([C:9]=2[N:10]=[C:2]([Cl:1])[N:3]=1)[C@@H:11]1[O:23][C@H:22]([CH2:24][O:25][CH3:26])[C@@H:17]([OH:18])[C@H:12]1[OH:13], predict the reactants needed to synthesize it. The reactants are: [Cl:1][C:2]1[N:10]=[C:9]2[C:5]([N:6]=[CH:7][N:8]2[C@@H:11]2[O:23][C@H:22]([CH2:24][O:25][CH3:26])[C@@H:17]([O:18]C(=O)C)[C@H:12]2[O:13]C(=O)C)=[C:4](Cl)[N:3]=1.[I:28][C:29]1[CH:30]=[C:31]([CH:34]=[CH:35][CH:36]=1)[CH2:32][NH2:33].Cl.